From a dataset of Forward reaction prediction with 1.9M reactions from USPTO patents (1976-2016). Predict the product of the given reaction. (1) Given the reactants C(O)(C(F)(F)F)=O.[F:8][C:9]1([F:46])[CH2:11][CH:10]1[C:12]([NH:14][C:15]1[CH:16]=[C:17]2[C:21](=[CH:22][CH:23]=1)[N:20](C1CCCCO1)[N:19]=[C:18]2[C:30]1[NH:34][C:33]2[CH:35]=[CH:36][C:37]([N:39]3[CH2:44][CH2:43][O:42][CH:41]([CH3:45])[CH2:40]3)=[CH:38][C:32]=2[N:31]=1)=[O:13], predict the reaction product. The product is: [F:46][C:9]1([F:8])[CH2:11][CH:10]1[C:12]([NH:14][C:15]1[CH:16]=[C:17]2[C:21](=[CH:22][CH:23]=1)[NH:20][N:19]=[C:18]2[C:30]1[NH:34][C:33]2[CH:35]=[CH:36][C:37]([N:39]3[CH2:44][CH2:43][O:42][CH:41]([CH3:45])[CH2:40]3)=[CH:38][C:32]=2[N:31]=1)=[O:13]. (2) Given the reactants [C:1]1([C:7]2[N:11]([CH2:12][C:13]3[CH:18]=[CH:17][C:16]([C:19]([F:22])([F:21])[F:20])=[CH:15][CH:14]=3)[C:10]([C:23]3[CH:24]=[C:25]4[C:30](=[CH:31][CH:32]=3)[CH:29]=[C:28]([O:33][CH2:34][C:35]([O:37]C)=[O:36])[CH:27]=[CH:26]4)=[CH:9][CH:8]=2)[CH:6]=[CH:5][CH:4]=[CH:3][CH:2]=1.[OH-].[Na+].C1COCC1.CO, predict the reaction product. The product is: [C:1]1([C:7]2[N:11]([CH2:12][C:13]3[CH:14]=[CH:15][C:16]([C:19]([F:20])([F:21])[F:22])=[CH:17][CH:18]=3)[C:10]([C:23]3[CH:24]=[C:25]4[C:30](=[CH:31][CH:32]=3)[CH:29]=[C:28]([O:33][CH2:34][C:35]([OH:37])=[O:36])[CH:27]=[CH:26]4)=[CH:9][CH:8]=2)[CH:2]=[CH:3][CH:4]=[CH:5][CH:6]=1. (3) Given the reactants FC1C=CC=CC=1NC1OC(C(NC2C=CC(N3CCC(C(O)=O)CC3)=NC=2)=O)=C(C(F)(F)F)N=1.[F:36][C:37]1[CH:42]=[CH:41][CH:40]=[CH:39][C:38]=1[NH:43][C:44]1[O:45][C:46]([C:53]([NH:55][C:56]2[CH:57]=[CH:58][C:59]([N:62]3[CH2:67][CH2:66][CH:65]([CH2:68][C:69]([O:71]CC)=[O:70])[CH2:64][CH2:63]3)=[N:60][CH:61]=2)=[O:54])=[C:47]([C:49]([F:52])([F:51])[F:50])[N:48]=1, predict the reaction product. The product is: [F:36][C:37]1[CH:42]=[CH:41][CH:40]=[CH:39][C:38]=1[NH:43][C:44]1[O:45][C:46]([C:53]([NH:55][C:56]2[CH:57]=[CH:58][C:59]([N:62]3[CH2:67][CH2:66][CH:65]([CH2:68][C:69]([OH:71])=[O:70])[CH2:64][CH2:63]3)=[N:60][CH:61]=2)=[O:54])=[C:47]([C:49]([F:51])([F:52])[F:50])[N:48]=1. (4) Given the reactants [Br:1][C:2]1[C:3]([C:23]2[CH:28]=[CH:27][CH:26]=[CH:25][CH:24]=2)=[N:4][N:5]2[C:10](Cl)=[C:9]([CH:12]([O:17][C:18]([CH3:21])([CH3:20])[CH3:19])[C:13]([O:15][CH3:16])=[O:14])[C:8]([CH3:22])=[N:7][C:6]=12.[F:29][C:30]1[CH:31]=[C:32](B2OC(C)(C)C(C)(C)O2)[C:33]([CH3:40])=[C:34]2[C:39]=1[O:38][CH2:37][CH2:36][CH2:35]2.C([O-])([O-])=O.[K+].[K+], predict the reaction product. The product is: [Br:1][C:2]1[C:3]([C:23]2[CH:28]=[CH:27][CH:26]=[CH:25][CH:24]=2)=[N:4][N:5]2[C:10]([C:32]3[C:33]([CH3:40])=[C:34]4[C:39](=[C:30]([F:29])[CH:31]=3)[O:38][CH2:37][CH2:36][CH2:35]4)=[C:9]([CH:12]([O:17][C:18]([CH3:21])([CH3:20])[CH3:19])[C:13]([O:15][CH3:16])=[O:14])[C:8]([CH3:22])=[N:7][C:6]=12. (5) The product is: [C:24]([O:28][C:29](=[O:38])[NH:30][CH:31]1[CH2:32][CH2:33][CH:34]([NH:37][C:4]2[N:3]=[C:2]([NH2:1])[C:7]([C:8](=[O:9])[C:10]3[CH:15]=[C:14]([F:16])[C:13]([CH3:17])=[CH:12][C:11]=3[O:18][CH3:19])=[CH:6][N:5]=2)[CH2:35][CH2:36]1)([CH3:27])([CH3:25])[CH3:26]. Given the reactants [NH2:1][C:2]1[C:7]([C:8]([C:10]2[CH:15]=[C:14]([F:16])[C:13]([CH3:17])=[CH:12][C:11]=2[O:18][CH3:19])=[O:9])=[CH:6][N:5]=[C:4](S(CC)=O)[N:3]=1.[C:24]([O:28][C:29](=[O:38])[NH:30][C@H:31]1[CH2:36][CH2:35][C@H:34]([NH2:37])[CH2:33][CH2:32]1)([CH3:27])([CH3:26])[CH3:25], predict the reaction product. (6) Given the reactants C1C(=O)N([Br:8])C(=O)C1.[F:9][C:10]1[CH:15]=[CH:14][C:13]([CH3:16])=[CH:12][N:11]=1, predict the reaction product. The product is: [Br:8][CH2:16][C:13]1[CH:14]=[CH:15][C:10]([F:9])=[N:11][CH:12]=1. (7) Given the reactants [Si]([C:5]#[N:6])(C)(C)C.[NH2:7][C:8]1[CH:13]=[CH:12][C:11]([CH2:14][CH2:15][CH2:16][C:17]([NH:19][CH3:20])=[O:18])=[CH:10][CH:9]=1.[CH3:21][C:22]([CH3:24])=O, predict the reaction product. The product is: [C:5]([C:22]([NH:7][C:8]1[CH:9]=[CH:10][C:11]([CH2:14][CH2:15][CH2:16][C:17]([NH:19][CH3:20])=[O:18])=[CH:12][CH:13]=1)([CH3:24])[CH3:21])#[N:6].